Task: Predict which catalyst facilitates the given reaction.. Dataset: Catalyst prediction with 721,799 reactions and 888 catalyst types from USPTO (1) Reactant: O([C:9]1[C:14]([Br:15])=[CH:13][C:12]([N+:16]([O-:18])=[O:17])=[CH:11][C:10]=1[Br:19])S(C(F)(F)F)(=O)=O.[Na+].[I-:21]. Product: [Br:19][C:10]1[CH:11]=[C:12]([N+:16]([O-:18])=[O:17])[CH:13]=[C:14]([Br:15])[C:9]=1[I:21]. The catalyst class is: 3. (2) Reactant: [N:1]1([C:7]2[CH:12]=[CH:11][C:10]([C:13]([F:16])([F:15])[F:14])=[CH:9][C:8]=2[CH2:17][N:18]2[CH2:23][CH2:22][N:21](C(OC(C)(C)C)=O)[CH2:20][CH2:19]2)[CH2:6][CH2:5][O:4][CH2:3][CH2:2]1.FC(F)(F)C(O)=O. Product: [N:18]1([CH2:17][C:8]2[CH:9]=[C:10]([C:13]([F:14])([F:15])[F:16])[CH:11]=[CH:12][C:7]=2[N:1]2[CH2:2][CH2:3][O:4][CH2:5][CH2:6]2)[CH2:19][CH2:20][NH:21][CH2:22][CH2:23]1. The catalyst class is: 4.